Dataset: Reaction yield outcomes from USPTO patents with 853,638 reactions. Task: Predict the reaction yield, written as a fraction of the theoretical maximum amount of product (1.0 means a 100% yield; for example, 0.34 means a 34% yield). (1) The reactants are [CH3:1][C:2]1[NH:3][C:4]([CH2:8][NH:9][CH:10]2[CH2:15][CH2:14][N:13]([C:16]([O:18][C:19]([CH3:22])([CH3:21])[CH3:20])=[O:17])[CH2:12][CH2:11]2)=[C:5]([CH3:7])[N:6]=1.C1CCN2C(=NCCC2)CC1.[C:34](=O)([O-])[O-:35].[K+].[K+]. The catalyst is ClCCl. The product is [CH3:1][C:2]1[N:3]2[C:34](=[O:35])[N:9]([CH:10]3[CH2:15][CH2:14][N:13]([C:16]([O:18][C:19]([CH3:22])([CH3:21])[CH3:20])=[O:17])[CH2:12][CH2:11]3)[CH2:8][C:4]2=[C:5]([CH3:7])[N:6]=1. The yield is 0.970. (2) The reactants are [F:1][C:2]([F:17])([F:16])[CH:3]([CH:5]1[CH2:8][N:7]([C:9]([O:11][C:12]([CH3:15])([CH3:14])[CH3:13])=[O:10])[CH2:6]1)[OH:4].CC(OI1(OC(C)=O)(OC(C)=O)OC(=O)C2C=CC=CC1=2)=O.S(S([O-])=O)([O-])=O.[Na+].[Na+].C(=O)(O)[O-].[Na+]. The catalyst is ClCCl. The product is [F:17][C:2]([F:1])([F:16])[C:3]([CH:5]1[CH2:6][N:7]([C:9]([O:11][C:12]([CH3:13])([CH3:15])[CH3:14])=[O:10])[CH2:8]1)=[O:4]. The yield is 0.920. (3) The reactants are [C:1]([O:5][C:6]([N:8]1[C@@H:12]([CH2:13][CH:14]([OH:18])[CH2:15][CH:16]=[CH2:17])[CH2:11][O:10][C:9]1([CH3:20])[CH3:19])=[O:7])([CH3:4])([CH3:3])[CH3:2].[H-].[Na+].[CH2:23](Br)[CH:24]=[CH2:25]. The catalyst is O1CCCC1. The product is [C:1]([O:5][C:6]([N:8]1[C@@H:12]([CH2:13][CH:14]([O:18][CH2:25][CH:24]=[CH2:23])[CH2:15][CH:16]=[CH2:17])[CH2:11][O:10][C:9]1([CH3:20])[CH3:19])=[O:7])([CH3:4])([CH3:3])[CH3:2]. The yield is 0.480. (4) The reactants are Cl[C:2]1[C:3]([CH:8]2[CH2:11][N:10]([C:12]([O:14][C:15]([CH3:18])([CH3:17])[CH3:16])=[O:13])[CH2:9]2)=[N:4][CH:5]=[CH:6][N:7]=1.[CH3:19][O:20][C:21]1[CH:22]=[C:23](B(O)O)[CH:24]=[CH:25][CH:26]=1.[O-]P([O-])([O-])=O.[K+].[K+].[K+].O. The catalyst is O1CCOCC1.C1C=CC(P(C2C=CC=CC=2)[C-]2C=CC=C2)=CC=1.C1C=CC(P(C2C=CC=CC=2)[C-]2C=CC=C2)=CC=1.Cl[Pd]Cl.[Fe+2]. The product is [C:15]([O:14][C:12]([N:10]1[CH2:11][CH:8]([C:3]2[C:2]([C:25]3[CH:24]=[CH:23][CH:22]=[C:21]([O:20][CH3:19])[CH:26]=3)=[N:7][CH:6]=[CH:5][N:4]=2)[CH2:9]1)=[O:13])([CH3:18])([CH3:17])[CH3:16]. The yield is 0.918. (5) The reactants are CCN(C(C)C)C(C)C.[CH2:10]([O:17][N:18]1[C:24](=[O:25])[N:23]2[CH2:26][C@H:19]1[CH2:20][CH2:21][C@H:22]2[C:27]([NH:29][NH2:30])=[O:28])[C:11]1[CH:16]=[CH:15][CH:14]=[CH:13][CH:12]=1.[C:31]([O:35][C:36]([NH:38][CH2:39][CH2:40][C:41](O)=[O:42])=[O:37])([CH3:34])([CH3:33])[CH3:32].CN(C(ON1N=NC2C=CC=NC1=2)=[N+](C)C)C.F[P-](F)(F)(F)(F)F. The catalyst is CN(C=O)C. The product is [CH2:10]([O:17][N:18]1[C:24](=[O:25])[N:23]2[CH2:26][C@H:19]1[CH2:20][CH2:21][C@H:22]2[C:27]([NH:29][NH:30][C:41](=[O:42])[CH2:40][CH2:39][NH:38][C:36](=[O:37])[O:35][C:31]([CH3:32])([CH3:33])[CH3:34])=[O:28])[C:11]1[CH:16]=[CH:15][CH:14]=[CH:13][CH:12]=1. The yield is 0.870. (6) The reactants are [Br:1][C:2]1[CH:3]=[C:4]2[C:9](=[CH:10][C:11]=1F)[O:8][CH:7](C1C=CC=CC=1)[CH2:6][C:5]2=O.[C:20](=[N:26][Si](C)(C)C)=[N:21][Si](C)(C)C. The catalyst is C(Cl)Cl.Cl[Ti](Cl)(Cl)Cl. The product is [Br:1][C:2]1[CH:3]=[C:4]2[C:9](=[CH:10][CH:11]=1)[O:8][CH2:7][CH2:6][C:5]2=[N:26][C:20]#[N:21]. The yield is 0.940. (7) The reactants are [C:1]([O:5][C:6]([NH:8][C@@H:9]([CH2:12][C:13]1[CH:18]=[CH:17][CH:16]=[CH:15][CH:14]=1)[CH2:10]O)=[O:7])([CH3:4])([CH3:3])[CH3:2].C1(P(C2C=CC=CC=2)C2C=CC=CC=2)C=CC=CC=1.N(C(OCC)=O)=NC(OCC)=O. The catalyst is C1COCC1. The product is [C:1]([O:5][C:6]([N:8]1[CH2:10][C@@H:9]1[CH2:12][C:13]1[CH:18]=[CH:17][CH:16]=[CH:15][CH:14]=1)=[O:7])([CH3:4])([CH3:3])[CH3:2]. The yield is 0.760. (8) The catalyst is C1COCC1.O. The yield is 0.420. The reactants are CC(C)([O-])C.[K+].[F:7][C:8]1[CH:9]=[CH:10][C:11]2[NH:16][C:15](=[O:17])[CH2:14][O:13][C:12]=2[CH:18]=1.[Br:19][C:20]1[CH:21]=[N:22][N:23]2[CH:28]=[CH:27][C:26]([CH:29](Br)[CH3:30])=[CH:25][C:24]=12. The product is [Br:19][C:20]1[CH:21]=[N:22][N:23]2[CH:28]=[CH:27][C:26]([CH:29]([N:16]3[C:15](=[O:17])[CH2:14][O:13][C:12]4[CH:18]=[C:8]([F:7])[CH:9]=[CH:10][C:11]3=4)[CH3:30])=[CH:25][C:24]=12. (9) The reactants are [CH3:1][C:2]1[O:3][C:4]2[CH:10]=[C:9]([N+:11]([O-:13])=[O:12])[CH:8]=[CH:7][C:5]=2[N:6]=1.C(O)(=O)C.[BH4-].[Na+]. The catalyst is O1CCCC1. The product is [CH2:2]([NH:6][C:5]1[CH:7]=[CH:8][C:9]([N+:11]([O-:13])=[O:12])=[CH:10][C:4]=1[OH:3])[CH3:1]. The yield is 0.920. (10) The reactants are [C:1]([C:4]1[C:5]([CH3:12])=[C:6]([C:10]#[N:11])[NH:7][C:8]=1[CH3:9])(=[O:3])[CH3:2].[H-].[Na+].[CH3:15]I. The catalyst is O1CCCC1. The product is [C:1]([C:4]1[C:5]([CH3:12])=[C:6]([C:10]#[N:11])[N:7]([CH3:15])[C:8]=1[CH3:9])(=[O:3])[CH3:2]. The yield is 0.720.